This data is from NCI-60 drug combinations with 297,098 pairs across 59 cell lines. The task is: Regression. Given two drug SMILES strings and cell line genomic features, predict the synergy score measuring deviation from expected non-interaction effect. Drug 1: C1C(C(OC1N2C=NC3=C(N=C(N=C32)Cl)N)CO)O. Drug 2: CNC(=O)C1=NC=CC(=C1)OC2=CC=C(C=C2)NC(=O)NC3=CC(=C(C=C3)Cl)C(F)(F)F. Cell line: MCF7. Synergy scores: CSS=1.09, Synergy_ZIP=-0.157, Synergy_Bliss=-2.39, Synergy_Loewe=-0.490, Synergy_HSA=-3.80.